This data is from Full USPTO retrosynthesis dataset with 1.9M reactions from patents (1976-2016). The task is: Predict the reactants needed to synthesize the given product. (1) Given the product [CH3:21][Si:22]([CH3:25])([CH:17]1[C:16]2[C:20](=[C:12]([C:6]3[CH:11]=[CH:10][CH:9]=[CH:8][CH:7]=3)[CH:13]=[CH:14][CH:15]=2)[CH:19]=[CH:18]1)[CH:1]1[C:17]2[C:4](=[C:12]([C:6]3[CH:11]=[CH:10][CH:9]=[CH:8][CH:7]=3)[CH:20]=[CH:19][CH:18]=2)[CH:3]=[CH:2]1, predict the reactants needed to synthesize it. The reactants are: [CH2:1]([Li])[CH2:2][CH2:3][CH3:4].[C:6]1([C:12]2[CH:13]=[CH:14][CH:15]=[C:16]3[C:20]=2[CH2:19][CH:18]=[CH:17]3)[CH:11]=[CH:10][CH:9]=[CH:8][CH:7]=1.[CH3:21][Si:22]([CH3:25])(Cl)Cl. (2) Given the product [C:1]([O:5][C:6]([CH:8]1[CH:13]([C:71]([N:68]2[CH2:65][CH:66]=[CH:28][CH2:27][CH:26]2[C:22]2[CH:23]=[CH:24][CH:25]=[C:20]([CH:17]([CH3:18])[CH3:19])[CH:21]=2)=[O:48])[CH2:12][CH2:11][NH:10][CH2:9]1)=[O:7])([CH3:2])([CH3:3])[CH3:4], predict the reactants needed to synthesize it. The reactants are: [C:1]([O:5][C:6]([CH:8]1[CH2:13][CH2:12][CH2:11][NH:10][CH:9]1C(O)=O)=[O:7])([CH3:4])([CH3:3])[CH3:2].[CH:17]([C:20]1[CH:21]=[C:22]([C:26]2[CH2:27][CH2:28]NCC=2)[CH:23]=[CH:24][CH:25]=1)([CH3:19])[CH3:18].C1CN([P+]([O:48]N2N=NC3C=CC=CC2=3)(N2CCCC2)N2CCCC2)CC1.F[P-](F)(F)(F)(F)F.[CH:65]([N:68]([CH:71](C)C)CC)(C)[CH3:66]. (3) Given the product [CH3:51][N:52]([CH3:58])[CH2:53][CH2:54][CH2:55][N:56]([CH3:57])[C:14]([CH:11]1[CH2:10][CH2:9][N:8]([C:5]2[CH:6]=[CH:7][C:2]([Cl:1])=[C:3]([C:17]3[NH:21][C:20]4[CH:22]=[CH:23][C:24]([F:26])=[CH:25][C:19]=4[N:18]=3)[CH:4]=2)[CH2:13][CH2:12]1)=[O:15], predict the reactants needed to synthesize it. The reactants are: [Cl:1][C:2]1[CH:7]=[CH:6][C:5]([N:8]2[CH2:13][CH2:12][CH:11]([C:14](O)=[O:15])[CH2:10][CH2:9]2)=[CH:4][C:3]=1[C:17]1[NH:21][C:20]2[CH:22]=[CH:23][C:24]([F:26])=[CH:25][C:19]=2[N:18]=1.CN(C(ON1N=NC2C=CC=NC1=2)=[N+](C)C)C.F[P-](F)(F)(F)(F)F.[CH3:51][N:52]([CH3:58])[CH2:53][CH2:54][CH2:55][NH:56][CH3:57]. (4) Given the product [Cl:18][C:12]1[CH:13]=[CH:14][CH:15]=[C:16]([Cl:17])[C:11]=1[C:9]1[N:8]([CH2:19][C@@H:20]2[CH2:25][CH2:24][CH2:23][N:22]([C:26]([O:28][C:29]([CH3:30])([CH3:32])[CH3:31])=[O:27])[CH2:21]2)[C:6]2[N:7]=[C:2]([NH:39][CH2:38][C:37]3[CH:40]=[CH:41][C:42]([O:43][CH3:44])=[C:35]([O:34][CH3:33])[CH:36]=3)[N:3]=[CH:4][C:5]=2[CH:10]=1, predict the reactants needed to synthesize it. The reactants are: Cl[C:2]1[N:3]=[CH:4][C:5]2[CH:10]=[C:9]([C:11]3[C:16]([Cl:17])=[CH:15][CH:14]=[CH:13][C:12]=3[Cl:18])[N:8]([CH2:19][C@@H:20]3[CH2:25][CH2:24][CH2:23][N:22]([C:26]([O:28][C:29]([CH3:32])([CH3:31])[CH3:30])=[O:27])[CH2:21]3)[C:6]=2[N:7]=1.[CH3:33][O:34][C:35]1[CH:36]=[C:37]([CH:40]=[CH:41][C:42]=1[O:43][CH3:44])[CH2:38][NH2:39]. (5) The reactants are: [Br:1][C:2]1[CH:3]=[C:4]([C:8](=O)[CH2:9][CH2:10][C:11](=O)[CH3:12])[CH:5]=[CH:6][CH:7]=1.COC1C=CC(P2(SP(C3C=CC(OC)=CC=3)(=S)S2)=[S:24])=CC=1. Given the product [Br:1][C:2]1[CH:3]=[C:4]([C:8]2[S:24][C:11]([CH3:12])=[CH:10][CH:9]=2)[CH:5]=[CH:6][CH:7]=1, predict the reactants needed to synthesize it. (6) The reactants are: [F:1][C:2]([F:16])([F:15])[C:3]1([CH2:6][N:7]2[CH2:12][CH2:11][CH:10]([CH2:13][OH:14])[CH2:9][CH2:8]2)[CH2:5][CH2:4]1.[H-].[Na+].Br[C:20]1[CH:25]=[CH:24][C:23]([Br:26])=[CH:22][N:21]=1. Given the product [Br:26][C:23]1[CH:24]=[CH:25][C:20]([O:14][CH2:13][CH:10]2[CH2:9][CH2:8][N:7]([CH2:6][C:3]3([C:2]([F:15])([F:1])[F:16])[CH2:4][CH2:5]3)[CH2:12][CH2:11]2)=[N:21][CH:22]=1, predict the reactants needed to synthesize it. (7) Given the product [CH3:14][C:11]1([CH3:15])[O:12][CH2:13][CH:8]([C:6]2[CH:5]=[N:4][CH:3]=[C:2]([B:16]3[O:20][C:19]([CH3:22])([CH3:21])[C:18]([CH3:24])([CH3:23])[O:17]3)[CH:7]=2)[CH2:9][O:10]1, predict the reactants needed to synthesize it. The reactants are: Br[C:2]1[CH:3]=[N:4][CH:5]=[C:6]([CH:8]2[CH2:13][O:12][C:11]([CH3:15])([CH3:14])[O:10][CH2:9]2)[CH:7]=1.[B:16]1([B:16]2[O:20][C:19]([CH3:22])([CH3:21])[C:18]([CH3:24])([CH3:23])[O:17]2)[O:20][C:19]([CH3:22])([CH3:21])[C:18]([CH3:24])([CH3:23])[O:17]1.C([O-])(=O)C.[K+].